Dataset: Catalyst prediction with 721,799 reactions and 888 catalyst types from USPTO. Task: Predict which catalyst facilitates the given reaction. (1) Reactant: [C:1]1([NH2:8])[CH:6]=[CH:5][CH:4]=[CH:3][C:2]=1[NH2:7].[CH2:9]([O:11][C:12](=O)[CH:13]=[C:14](OCC)[O:15]CC)[CH3:10]. Product: [CH2:9]([O:11][C:12]1[CH2:13][C:14](=[O:15])[NH:8][C:1]2[CH:6]=[CH:5][CH:4]=[CH:3][C:2]=2[N:7]=1)[CH3:10]. The catalyst class is: 15. (2) Reactant: [N+:1]([C:4]1[CH:13]=[CH:12][CH:11]=[C:10]2[C:5]=1[CH:6]=[CH:7][N:8]=[CH:9]2)([O-])=O.[CH3:14]OS(OC)(=O)=O.[C:21](OC(=O)C)(=[O:23])[CH3:22]. Product: [CH3:14][N:8]1[CH2:7][CH2:6][C:5]2[C:10](=[CH:11][CH:12]=[CH:13][C:4]=2[NH:1][C:21](=[O:23])[CH3:22])[CH2:9]1. The catalyst class is: 9. (3) Reactant: [F:1][C:2]1[C:3]2[CH:4]=[C:5]3[C:14]4[N:15]=[C:16]([C:19]5[C:20]([N:39]([CH3:44])[S:40]([CH3:43])(=[O:42])=[O:41])=[CH:21][C:22]6[O:26][C:25]([C:27]7[CH:32]=[CH:31][C:30]([F:33])=[CH:29][CH:28]=7)=[C:24]([C:34]([NH:36][NH2:37])=[O:35])[C:23]=6[CH:38]=5)[CH:17]=[CH:18][C:13]=4[O:12][CH2:11][N:6]3[C:7]=2[CH:8]=[CH:9][CH:10]=1.[CH3:45]CN(CC)CC.C(=N)OCC. Product: [F:1][C:2]1[C:3]2[CH:4]=[C:5]3[C:14]4[N:15]=[C:16]([C:19]5[C:20]([N:39]([CH3:44])[S:40]([CH3:43])(=[O:42])=[O:41])=[CH:21][C:22]6[O:26][C:25]([C:27]7[CH:32]=[CH:31][C:30]([F:33])=[CH:29][CH:28]=7)=[C:24]([C:34]7[O:35][CH:45]=[N:37][N:36]=7)[C:23]=6[CH:38]=5)[CH:17]=[CH:18][C:13]=4[O:12][CH2:11][N:6]3[C:7]=2[CH:8]=[CH:9][CH:10]=1. The catalyst class is: 23.